Dataset: Peptide-MHC class I binding affinity with 185,985 pairs from IEDB/IMGT. Task: Regression. Given a peptide amino acid sequence and an MHC pseudo amino acid sequence, predict their binding affinity value. This is MHC class I binding data. The MHC is Patr-A0701 with pseudo-sequence Patr-A0701. The binding affinity (normalized) is 0. The peptide sequence is DPAFRANTA.